Dataset: Catalyst prediction with 721,799 reactions and 888 catalyst types from USPTO. Task: Predict which catalyst facilitates the given reaction. Reactant: C(N(C(C)C)CC)(C)C.[NH2:10][CH2:11][CH2:12][CH2:13][N:14]1[CH2:19][CH2:18][N:17]([CH3:20])[CH2:16][CH2:15]1.[CH:21]1([NH:24][C:25]([C:27]2[C:35]3[CH:34]=[C:33]([C:36]4[C:41]([Cl:42])=[CH:40][N:39]=[C:38](Cl)[N:37]=4)[S:32][C:31]=3[C:30]([O:44][CH3:45])=[CH:29][CH:28]=2)=[O:26])[CH2:23][CH2:22]1. Product: [CH:21]1([NH:24][C:25]([C:27]2[C:35]3[CH:34]=[C:33]([C:36]4[C:41]([Cl:42])=[CH:40][N:39]=[C:38]([NH:10][CH2:11][CH2:12][CH2:13][N:14]5[CH2:15][CH2:16][N:17]([CH3:20])[CH2:18][CH2:19]5)[N:37]=4)[S:32][C:31]=3[C:30]([O:44][CH3:45])=[CH:29][CH:28]=2)=[O:26])[CH2:22][CH2:23]1. The catalyst class is: 12.